Dataset: Catalyst prediction with 721,799 reactions and 888 catalyst types from USPTO. Task: Predict which catalyst facilitates the given reaction. (1) Reactant: O=[C:2]1[CH2:5][C:4]2([CH2:10][CH2:9][N:8](C(OC(C)(C)C)=O)[CH2:7][CH2:6]2)[CH2:3]1.[Cl:18][C:19]1[CH:24]=[CH:23][C:22]([Mg]Br)([F:25])[CH2:21][CH:20]=1.C([SiH](CC)CC)C.FC(F)(F)C(O)=O. Product: [ClH:18].[Cl:18][C:19]1[CH:20]=[CH:21][C:22]([F:25])=[C:23]([CH:2]2[CH2:3][C:4]3([CH2:6][CH2:7][NH:8][CH2:9][CH2:10]3)[CH2:5]2)[CH:24]=1. The catalyst class is: 76. (2) Reactant: [N:1]1[C:10]2[C:5](=[CH:6][CH:7]=[C:8]([OH:11])[CH:9]=2)[CH:4]=[CH:3][CH:2]=1.N1C=CC=CC=1.[S:18](O[S:18]([C:21]([F:24])([F:23])[F:22])(=[O:20])=[O:19])([C:21]([F:24])([F:23])[F:22])(=[O:20])=[O:19]. Product: [F:22][C:21]([F:24])([F:23])[S:18]([O:11][C:8]1[CH:9]=[C:10]2[C:5]([CH:4]=[CH:3][CH:2]=[N:1]2)=[CH:6][CH:7]=1)(=[O:20])=[O:19]. The catalyst class is: 4. (3) Reactant: [NH2:1][C:2]1[CH:7]=[CH:6][C:5]([Cl:8])=[CH:4][C:3]=1[C:9]1[CH:17]=[C:16]2[N:12]([CH:13]([C:18]3[NH:19][C:20]([C:24]4[CH:25]=[C:26]([CH:31]=[CH:32][CH:33]=4)[C:27]([O:29]C)=[O:28])=[C:21]([Cl:23])[N:22]=3)[CH2:14][CH2:15]2)[C:11](=[O:34])[CH:10]=1.O1CCCC1.O.[OH-].[Li+]. Product: [NH2:1][C:2]1[CH:7]=[CH:6][C:5]([Cl:8])=[CH:4][C:3]=1[C:9]1[CH:17]=[C:16]2[N:12]([CH:13]([C:18]3[NH:19][C:20]([C:24]4[CH:25]=[C:26]([CH:31]=[CH:32][CH:33]=4)[C:27]([OH:29])=[O:28])=[C:21]([Cl:23])[N:22]=3)[CH2:14][CH2:15]2)[C:11](=[O:34])[CH:10]=1. The catalyst class is: 6. (4) Reactant: [C:1]([C:4]1[CH:11]=[C:10]([Cl:12])[C:7]([C:8]#[N:9])=[C:6](I)[C:5]=1[O:14][CH2:15][CH3:16])(=[O:3])[CH3:2].[NH:17]1[CH2:21][CH2:20][CH2:19][CH2:18]1.C(=O)([O-])[O-].[Cs+].[Cs+]. Product: [C:1]([C:4]1[CH:11]=[C:10]([Cl:12])[C:7]([C:8]#[N:9])=[C:6]([N:17]2[CH2:21][CH2:20][CH2:19][CH2:18]2)[C:5]=1[O:14][CH2:15][CH3:16])(=[O:3])[CH3:2]. The catalyst class is: 42. (5) Reactant: C([O:3][C:4]([C:6]1[C:7]([C:20]2[CH:25]=[CH:24][CH:23]=[CH:22][CH:21]=2)=[N:8][O:9][C:10]=1[C:11]([CH3:19])([CH3:18])[O:12][SiH2:13][C:14]([CH3:17])([CH3:16])[CH3:15])=O)C.[BH4-].[Li+].[C@H](O)(C([O-])=O)[C@@H](O)C([O-])=O.[Na+].[K+]. Product: [C:14]([SiH2:13][O:12][C:11]([CH3:19])([CH3:18])[C:10]1[O:9][N:8]=[C:7]([C:20]2[CH:21]=[CH:22][CH:23]=[CH:24][CH:25]=2)[C:6]=1[CH2:4][OH:3])([CH3:17])([CH3:15])[CH3:16]. The catalyst class is: 1. (6) Reactant: [CH3:1][CH2:2][C:3]1[CH:4]=[CH:5][C:6]([C:9]([CH:11]([CH2:13][N:14]2[CH2:19][CH2:18][CH2:17][CH2:16][CH2:15]2)[CH3:12])=[O:10])=[CH:7][CH:8]=1.[C:20]([OH:27])(=[O:26])/[CH:21]=[CH:22]/[C:23]([OH:25])=[O:24].O1CCCC1. Product: [CH3:1][CH2:2][C:3]1[CH:8]=[CH:7][C:6]([C:9]([CH:11]([CH2:13][N:14]2[CH2:19][CH2:18][CH2:17][CH2:16][CH2:15]2)[CH3:12])=[O:10])=[CH:5][CH:4]=1.[C:20]([O-:27])(=[O:26])/[CH:21]=[CH:22]/[C:23]([O-:25])=[O:24]. The catalyst class is: 27.